This data is from Reaction yield outcomes from USPTO patents with 853,638 reactions. The task is: Predict the reaction yield, written as a fraction of the theoretical maximum amount of product (1.0 means a 100% yield; for example, 0.34 means a 34% yield). The reactants are [C:1]([O:5][C:6]([NH:8][CH2:9][C:10]([OH:12])=O)=[O:7])([CH3:4])([CH3:3])[CH3:2].[NH:13]1[CH2:20][CH2:19][CH2:18][C@H:14]1[C:15]([NH2:17])=[O:16].ON1C2C=CC=CC=2N=N1.C(N=C=NCCCN(C)C)C.C(N(CC)CC)C. The catalyst is CN(C)C=O. The product is [C:1]([O:5][C:6](=[O:7])[NH:8][CH2:9][C:10]([N:13]1[CH2:20][CH2:19][CH2:18][C@H:14]1[C:15](=[O:16])[NH2:17])=[O:12])([CH3:2])([CH3:3])[CH3:4]. The yield is 0.958.